Dataset: Forward reaction prediction with 1.9M reactions from USPTO patents (1976-2016). Task: Predict the product of the given reaction. Given the reactants Cl[C:2]1[CH:3]=[C:4]([NH:10][C:11]2[N:12]=[CH:13][C:14]([N:17]3[CH2:22][CH2:21][N:20]([CH3:23])[CH2:19][CH2:18]3)=[N:15][CH:16]=2)[C:5](=[O:9])[N:6]([CH3:8])[N:7]=1.C([O:27][CH2:28][C:29]1[C:34]([N:35]2[N:44]=[CH:43][C:42]3[C:37](=[C:38]([F:49])[CH:39]=[C:40]([C:45]([CH3:48])([CH3:47])[CH3:46])[CH:41]=3)[C:36]2=[O:50])=[CH:33][CH:32]=[CH:31][C:30]=1[B-](F)(F)F)(=O)C.[K+].CC(C1C=C(C(C)C)C(C2C=CC=CC=2P(C2CCCCC2)C2CCCCC2)=C(C(C)C)C=1)C.[OH-].[Na+], predict the reaction product. The product is: [C:45]([C:40]1[CH:41]=[C:42]2[C:37](=[C:38]([F:49])[CH:39]=1)[C:36](=[O:50])[N:35]([C:34]1[CH:33]=[CH:32][CH:31]=[C:30]([C:2]3[CH:3]=[C:4]([NH:10][C:11]4[N:12]=[CH:13][C:14]([N:17]5[CH2:22][CH2:21][N:20]([CH3:23])[CH2:19][CH2:18]5)=[N:15][CH:16]=4)[C:5](=[O:9])[N:6]([CH3:8])[N:7]=3)[C:29]=1[CH2:28][OH:27])[N:44]=[CH:43]2)([CH3:48])([CH3:46])[CH3:47].